From a dataset of Reaction yield outcomes from USPTO patents with 853,638 reactions. Predict the reaction yield, written as a fraction of the theoretical maximum amount of product (1.0 means a 100% yield; for example, 0.34 means a 34% yield). (1) The reactants are [NH2:1][C:2]1[C:7]([F:8])=[CH:6][C:5]([OH:9])=[C:4]([F:10])[CH:3]=1.CC(C)([O-])C.[K+].Cl[C:18]1[CH:23]=[CH:22][N:21]=[C:20]([C:24]([NH2:26])=[O:25])[CH:19]=1.[OH-].[Na+]. The catalyst is CS(C)=O. The product is [NH2:1][C:2]1[C:7]([F:8])=[CH:6][C:5]([O:9][C:18]2[CH:23]=[CH:22][N:21]=[C:20]([C:24]([NH2:26])=[O:25])[CH:19]=2)=[C:4]([F:10])[CH:3]=1. The yield is 0.740. (2) The reactants are [NH2:1][C:2]1[CH:3]=[C:4]([CH:21]=[CH:22][CH:23]=1)[O:5][C:6]1[N:11]=[C:10]2[S:12][C:13]([NH:15][C:16]([CH:18]3[CH2:20][CH2:19]3)=[O:17])=[N:14][C:9]2=[CH:8][CH:7]=1.[CH3:24][N:25]1[C:29]([C:30](O)=[O:31])=[CH:28][N:27]=[CH:26]1.CN(C(ON1N=NC2C=CC=NC1=2)=[N+](C)C)C.F[P-](F)(F)(F)(F)F.C(N(CC)C(C)C)(C)C. The catalyst is CN(C)C=O. The product is [CH:18]1([C:16]([NH:15][C:13]2[S:12][C:10]3[C:9]([N:14]=2)=[CH:8][CH:7]=[C:6]([O:5][C:4]2[CH:3]=[C:2]([NH:1][C:30]([C:29]4[N:25]([CH3:24])[CH:26]=[N:27][CH:28]=4)=[O:31])[CH:23]=[CH:22][CH:21]=2)[N:11]=3)=[O:17])[CH2:20][CH2:19]1. The yield is 0.650. (3) The reactants are [Si]([O:8][CH:9]([C:22]1[O:23][C:24]([C:27]2[CH:32]=[CH:31][C:30]([C:33](=[O:38])[C:34]([F:37])([F:36])[F:35])=[CH:29][CH:28]=2)=[CH:25][N:26]=1)[CH2:10][CH2:11][CH2:12][CH2:13][CH2:14][CH2:15][C:16]1[CH:21]=[CH:20][CH:19]=[CH:18][CH:17]=1)(C(C)(C)C)(C)C.[Si](OC(C1OC([Sn](CCCC)(CCCC)CCCC)=CN=1)CCCCCCC1C=CC=CC=1)(C(C)(C)C)(C)C.BrC1C=CC(C(=O)C(F)(F)F)=CC=1. No catalyst specified. The product is [C:16]1([CH2:15][CH2:14][CH2:13][CH2:12][CH2:11][CH2:10][C:9]([C:22]2[O:23][C:24]([C:27]3[CH:32]=[CH:31][C:30]([C:33](=[O:38])[C:34]([F:37])([F:35])[F:36])=[CH:29][CH:28]=3)=[CH:25][N:26]=2)=[O:8])[CH:21]=[CH:20][CH:19]=[CH:18][CH:17]=1. The yield is 0.690. (4) The reactants are CN(C(ON1N=NC2C=CC=NC1=2)=[N+](C)C)C.F[P-](F)(F)(F)(F)F.[F:25][C:26]1[CH:27]=[C:28]([NH:37][C:38]([C@H:40]2[C:49]3[C:44](=[CH:45][C:46]([O:50][CH3:51])=[CH:47][CH:48]=3)[CH2:43][CH2:42][NH:41]2)=[O:39])[CH:29]=[C:30]([F:36])[C:31]=1[Si:32]([CH3:35])([CH3:34])[CH3:33].CCN(C(C)C)C(C)C.[C@H:61]1([C:68](O)=[O:69])[CH2:64][C@H:63]([C:65]([OH:67])=[O:66])[CH2:62]1. The catalyst is CN(C=O)C.O.C(#N)C.O. The product is [F:25][C:26]1[CH:27]=[C:28]([NH:37][C:38]([C@H:40]2[C:49]3[C:44](=[CH:45][C:46]([O:50][CH3:51])=[CH:47][CH:48]=3)[CH2:43][CH2:42][N:41]2[C:68]([C@H:61]2[CH2:64][C@H:63]([C:65]([OH:67])=[O:66])[CH2:62]2)=[O:69])=[O:39])[CH:29]=[C:30]([F:36])[C:31]=1[Si:32]([CH3:33])([CH3:35])[CH3:34]. The yield is 0.121.